From a dataset of Peptide-MHC class II binding affinity with 134,281 pairs from IEDB. Regression. Given a peptide amino acid sequence and an MHC pseudo amino acid sequence, predict their binding affinity value. This is MHC class II binding data. The peptide sequence is YDKFLANVSTVLTGP. The MHC is DRB1_1302 with pseudo-sequence DRB1_1302. The binding affinity (normalized) is 0.761.